This data is from Reaction yield outcomes from USPTO patents with 853,638 reactions. The task is: Predict the reaction yield, written as a fraction of the theoretical maximum amount of product (1.0 means a 100% yield; for example, 0.34 means a 34% yield). The yield is 0.300. The catalyst is O1CCOCC1. The product is [Br:10][C:6]1[CH:7]=[N:8][CH:9]=[C:2]([N:15]2[C:16](=[O:24])[C:17]3[S:18][C:19]4[CH2:20][CH2:21][CH2:22][CH2:23][C:11]=4[C:12]=3[CH:13]=[N:14]2)[C:3]=1[CH:4]=[O:5]. The reactants are Br[C:2]1[CH:9]=[N:8][CH:7]=[C:6]([Br:10])[C:3]=1[CH:4]=[O:5].[C:11]12[CH2:23][CH2:22][CH2:21][CH2:20][C:19]=1[S:18][C:17]1[C:16](=[O:24])[NH:15][N:14]=[CH:13][C:12]2=1.C(=O)([O-])[O-].[Cs+].[Cs+].COC1C2C(=C3C(=CC=2)C(OC)=CC=N3)N=CC=1.